Dataset: Peptide-MHC class I binding affinity with 185,985 pairs from IEDB/IMGT. Task: Regression. Given a peptide amino acid sequence and an MHC pseudo amino acid sequence, predict their binding affinity value. This is MHC class I binding data. (1) The peptide sequence is KTPWDRFCK. The MHC is HLA-A31:01 with pseudo-sequence HLA-A31:01. The binding affinity (normalized) is 0.578. (2) The peptide sequence is KVMALPIPH. The MHC is HLA-B44:02 with pseudo-sequence HLA-B44:02. The binding affinity (normalized) is 0.0847. (3) The peptide sequence is WRFDSRLAF. The MHC is HLA-A29:02 with pseudo-sequence HLA-A29:02. The binding affinity (normalized) is 0.328. (4) The peptide sequence is KIEDLINQLV. The MHC is HLA-A02:06 with pseudo-sequence HLA-A02:06. The binding affinity (normalized) is 0.540. (5) The peptide sequence is DPEYFDNERI. The MHC is HLA-B51:01 with pseudo-sequence HLA-B51:01. The binding affinity (normalized) is 0.237. (6) The peptide sequence is AMYAPYGPF. The MHC is BoLA-JSP.1 with pseudo-sequence BoLA-JSP.1. The binding affinity (normalized) is 0.0641.